This data is from Peptide-MHC class II binding affinity with 134,281 pairs from IEDB. The task is: Regression. Given a peptide amino acid sequence and an MHC pseudo amino acid sequence, predict their binding affinity value. This is MHC class II binding data. (1) The peptide sequence is AFKVAATHANAAPAN. The MHC is HLA-DPA10103-DPB10301 with pseudo-sequence HLA-DPA10103-DPB10301. The binding affinity (normalized) is 0.375. (2) The peptide sequence is PYLGYCALLPLLTEE. The MHC is HLA-DPA10201-DPB11401 with pseudo-sequence HLA-DPA10201-DPB11401. The binding affinity (normalized) is 0.271. (3) The peptide sequence is PSVIPAARLFKAFIL. The MHC is DRB4_0101 with pseudo-sequence DRB4_0103. The binding affinity (normalized) is 0.612. (4) The peptide sequence is IEDVQTDIPSEPWNT. The MHC is HLA-DQA10201-DQB10301 with pseudo-sequence HLA-DQA10201-DQB10301. The binding affinity (normalized) is 0.433. (5) The peptide sequence is DQRGSGQVVTYALNT. The MHC is HLA-DQA10501-DQB10402 with pseudo-sequence HLA-DQA10501-DQB10402. The binding affinity (normalized) is 0.326.